Dataset: Retrosynthesis with 50K atom-mapped reactions and 10 reaction types from USPTO. Task: Predict the reactants needed to synthesize the given product. (1) Given the product CC(C)[C@H](N)C(=O)N(C)C, predict the reactants needed to synthesize it. The reactants are: CC(C)[C@H](NC(=O)OCc1ccccc1)C(=O)N(C)C. (2) Given the product CSc1sc(C(=N)NC(=O)OC(C)(C)C)cc1S(=O)(=O)c1cccc(-c2cccc(C(=O)OC(C)C)c2C)c1, predict the reactants needed to synthesize it. The reactants are: CSc1sc(C(=N)NC(=O)OC(C)(C)C)cc1S(=O)(=O)c1cccc(Br)c1.Cc1c(B2OC(C)(C)C(C)(C)O2)cccc1C(=O)OC(C)C. (3) Given the product O=C(NCCCCCCCCc1ccccc1)c1cc(-c2cccc(C(F)(F)F)c2)c(OCCOc2ccc(C(=O)O)c(O)c2)c(-c2cccc(C(F)(F)F)c2)c1, predict the reactants needed to synthesize it. The reactants are: COC(=O)c1ccc(OCCOc2c(-c3cccc(C(F)(F)F)c3)cc(C(=O)NCCCCCCCCc3ccccc3)cc2-c2cccc(C(F)(F)F)c2)cc1O. (4) Given the product Cn1c(=O)n(CCCCl)c2ccccc21, predict the reactants needed to synthesize it. The reactants are: ClCCCBr.Cn1c(=O)[nH]c2ccccc21. (5) The reactants are: COC(=O)c1cc(N)cc(-n2c(C)ccc2-c2cc(Cl)ccc2OCc2cccc(F)c2F)c1. Given the product Cc1ccc(-c2cc(Cl)ccc2OCc2cccc(F)c2F)n1-c1cc(N)cc(C(=O)O)c1, predict the reactants needed to synthesize it.